Task: Predict the reactants needed to synthesize the given product.. Dataset: Full USPTO retrosynthesis dataset with 1.9M reactions from patents (1976-2016) Given the product [CH3:1][O:2][C:3]1[O:7][C:6](=[O:8])[N:5]([C:9]2[CH:14]=[CH:13][C:12]([NH:15][CH2:22][C:21]3[CH:24]=[CH:25][C:18]([Cl:17])=[CH:19][CH:20]=3)=[C:11]([CH3:16])[CH:10]=2)[N:4]=1, predict the reactants needed to synthesize it. The reactants are: [CH3:1][O:2][C:3]1[O:7][C:6](=[O:8])[N:5]([C:9]2[CH:14]=[CH:13][C:12]([NH2:15])=[C:11]([CH3:16])[CH:10]=2)[N:4]=1.[Cl:17][C:18]1[CH:25]=[CH:24][C:21]([CH:22]=O)=[CH:20][CH:19]=1.[BH4-].[Na+].